Task: Predict the product of the given reaction.. Dataset: Forward reaction prediction with 1.9M reactions from USPTO patents (1976-2016) (1) The product is: [CH2:20]([O:19][C:15](=[O:18])/[CH:16]=[CH:17]/[C:2]1[CH:7]=[CH:6][N:5]2[CH:8]=[C:9]([C:11]([F:14])([F:13])[F:12])[N:10]=[C:4]2[CH:3]=1)[CH3:21]. Given the reactants Br[C:2]1[CH:7]=[CH:6][N:5]2[CH:8]=[C:9]([C:11]([F:14])([F:13])[F:12])[N:10]=[C:4]2[CH:3]=1.[C:15]([O:19][CH2:20][CH3:21])(=[O:18])[CH:16]=[CH2:17].CC1C=CC=CC=1P(C1C=CC=CC=1C)C1C=CC=CC=1C.C(N(CC)CC)C, predict the reaction product. (2) Given the reactants [CH2:1]([O:7]C1C=CC(N)=CC=1)[CH2:2]CCCC.[CH2:15]([C:19]1[CH:23]=[C:22]([C:24]2[CH:40]=[CH:39][C:27]([C:28](NCC3CCCC3(C)C)=[O:29])=[CH:26][CH:25]=2)O[N:20]=1)[CH2:16][CH2:17][CH3:18].[NH2:41]N, predict the reaction product. The product is: [CH2:1]([O:7][C:28](=[O:29])[C:27]1[CH:26]=[CH:25][C:24]([C:22]2[NH:41][N:20]=[C:19]([CH2:15][CH2:16][CH2:17][CH3:18])[CH:23]=2)=[CH:40][CH:39]=1)[CH3:2]. (3) Given the reactants C(Cl)Cl.[C:4](OC(=O)C)(=[O:6])[CH3:5].[OH:11][C:12]1[CH:20]=[CH:19][C:18]([C:21]2[CH:22]=[N:23][CH:24]=[CH:25][CH:26]=2)=[CH:17][C:13]=1[C:14]([OH:16])=[O:15], predict the reaction product. The product is: [C:4]([O:11][C:12]1[CH:20]=[CH:19][C:18]([C:21]2[CH:22]=[N:23][CH:24]=[CH:25][CH:26]=2)=[CH:17][C:13]=1[C:14]([OH:16])=[O:15])(=[O:6])[CH3:5]. (4) The product is: [Cl:1][C:2]1[C:10]([O:11][CH2:65][CH2:64][CH2:63][O:55][Si:56]([C:59]([CH3:60])([CH3:62])[CH3:61])([CH3:57])[CH3:58])=[CH:9][C:8]([C:12]2[N:13]([C:28]([O:30][C:31]([CH3:32])([CH3:34])[CH3:33])=[O:29])[C:14]3[C:19]([CH:20]=2)=[CH:18][C:17]([CH2:21][N:22]2[CH2:27][CH2:26][CH2:25][CH2:24][CH2:23]2)=[CH:16][CH:15]=3)=[C:7]2[C:3]=1[CH2:4][NH:5][C:6]2=[O:35]. Given the reactants [Cl:1][C:2]1[C:10]([OH:11])=[CH:9][C:8]([C:12]2[N:13]([C:28]([O:30][C:31]([CH3:34])([CH3:33])[CH3:32])=[O:29])[C:14]3[C:19]([CH:20]=2)=[CH:18][C:17]([CH2:21][N:22]2[CH2:27][CH2:26][CH2:25][CH2:24][CH2:23]2)=[CH:16][CH:15]=3)=[C:7]2[C:3]=1[CH2:4][NH:5][C:6]2=[O:35].C1(P(C2C=CC=CC=2)C2C=CC=CC=2)C=CC=CC=1.[O:55]([CH2:63][CH2:64][CH2:65]O)[Si:56]([C:59]([CH3:62])([CH3:61])[CH3:60])([CH3:58])[CH3:57].CCOC(/N=N/C(OCC)=O)=O.C1(C)C=CC=CC=1, predict the reaction product. (5) Given the reactants [CH:1]([C:3]1([CH2:7][C:8]([O:10][CH3:11])=[O:9])[CH2:6][CH2:5][CH2:4]1)=C.C12BC(CCC1)CCC2.O1CCCC1.[OH-].[Na+].OO.Cl, predict the reaction product. The product is: [CH2:7]1[C:3]2([CH2:4][CH2:5][CH2:6]2)[CH2:1][CH2:11][O:10][C:8]1=[O:9]. (6) Given the reactants [CH2:1]([NH2:3])[CH3:2].[Cl:4][C:5]1[N:10]=[C:9](Cl)[C:8]([C:12]([O:14][CH2:15][CH3:16])=[O:13])=[CH:7][N:6]=1.CCN(CC)CC, predict the reaction product. The product is: [Cl:4][C:5]1[N:10]=[C:9]([NH:3][CH2:1][CH3:2])[C:8]([C:12]([O:14][CH2:15][CH3:16])=[O:13])=[CH:7][N:6]=1. (7) The product is: [CH3:1][C:2]1[S:6][C:5]([NH:7][C:13]([N:15]2[CH2:16][CH2:17][CH2:21][CH2:19]2)=[O:14])=[N:4][CH:3]=1. Given the reactants [CH3:1][C:2]1[S:6][C:5]([NH2:7])=[N:4][CH:3]=1.C1N=CN([C:13]([N:15]2[CH:19]=N[CH:17]=[CH:16]2)=[O:14])C=1.N1CCC[CH2:21]1, predict the reaction product. (8) Given the reactants [F:1][C:2]1[CH:3]=[C:4]([CH2:8][C:9]#[N:10])[CH:5]=[CH:6][CH:7]=1.Cl[CH2:12][CH2:13][N:14]([CH2:22][CH2:23]Cl)[C:15](=[O:21])[O:16][C:17]([CH3:20])([CH3:19])[CH3:18].[H-].[Na+], predict the reaction product. The product is: [C:9]([C:8]1([C:4]2[CH:5]=[CH:6][CH:7]=[C:2]([F:1])[CH:3]=2)[CH2:23][CH2:22][N:14]([C:15]([O:16][C:17]([CH3:19])([CH3:18])[CH3:20])=[O:21])[CH2:13][CH2:12]1)#[N:10].